Dataset: NCI-60 drug combinations with 297,098 pairs across 59 cell lines. Task: Regression. Given two drug SMILES strings and cell line genomic features, predict the synergy score measuring deviation from expected non-interaction effect. Drug 2: C(=O)(N)NO. Synergy scores: CSS=1.08, Synergy_ZIP=2.17, Synergy_Bliss=5.64, Synergy_Loewe=3.02, Synergy_HSA=1.80. Cell line: MALME-3M. Drug 1: C1=CN(C=N1)CC(O)(P(=O)(O)O)P(=O)(O)O.